Dataset: Reaction yield outcomes from USPTO patents with 853,638 reactions. Task: Predict the reaction yield, written as a fraction of the theoretical maximum amount of product (1.0 means a 100% yield; for example, 0.34 means a 34% yield). (1) The reactants are C([O:8][C:9]1[CH:51]=[CH:50][C:12]([CH2:13][C@H:14]2[C@@H:18]([CH2:19][N:20]([CH2:33][CH:34]([CH3:36])[CH3:35])[S:21]([C:24]3[CH:29]=[CH:28][C:27]([N+:30]([O-])=O)=[CH:26][CH:25]=3)(=[O:23])=[O:22])[O:17][C:16]([CH3:38])([CH3:37])[N:15]2[C:39]([O:41][C@H:42]2[C@H:49]3[C@H:45]([O:46][CH2:47][CH2:48]3)[O:44][CH2:43]2)=[O:40])=[CH:11][CH:10]=1)C1C=CC=CC=1.N.[H][H]. The catalyst is CO.[Pd]. The product is [NH2:30][C:27]1[CH:28]=[CH:29][C:24]([S:21]([N:20]([CH2:19][C@H:18]2[O:17][C:16]([CH3:37])([CH3:38])[N:15]([C:39]([O:41][C@H:42]3[C@H:49]4[C@H:45]([O:46][CH2:47][CH2:48]4)[O:44][CH2:43]3)=[O:40])[C@H:14]2[CH2:13][C:12]2[CH:11]=[CH:10][C:9]([OH:8])=[CH:51][CH:50]=2)[CH2:33][CH:34]([CH3:36])[CH3:35])(=[O:22])=[O:23])=[CH:25][CH:26]=1. The yield is 0.540. (2) The reactants are [F:1][C:2]1[CH:11]=[CH:10][CH:9]=[C:8]2[C:3]=1[C:4]([NH:12][C:13]1[CH:14]=[C:15]3[C:19](=[CH:20][CH:21]=1)[NH:18][N:17]=[CH:16]3)=[N:5][CH:6]=[N:7]2.Cl.[N:23]1[CH:28]=[CH:27][CH:26]=[CH:25][C:24]=1[CH2:29]Cl.[H-].[Na+]. The catalyst is CN(C=O)C. The product is [F:1][C:2]1[CH:11]=[CH:10][CH:9]=[C:8]2[C:3]=1[C:4]([NH:12][C:13]1[CH:14]=[C:15]3[C:19](=[CH:20][CH:21]=1)[N:18]([CH2:29][C:24]1[CH:25]=[CH:26][CH:27]=[CH:28][N:23]=1)[N:17]=[CH:16]3)=[N:5][CH:6]=[N:7]2. The yield is 0.410. (3) The catalyst is O1CCCC1. The reactants are [NH2:1][C:2]1[CH:3]=[C:4]([C:8]2([CH2:20][OH:21])[CH:13]3[CH:9]2[CH2:10][N:11]([CH2:14][CH2:15][CH2:16][CH2:17][CH2:18][CH3:19])[CH2:12]3)[CH:5]=[CH:6][CH:7]=1.[CH2:22](N(CC)CC)C.Cl[C:30]([O:32][CH3:33])=[O:31].[C:34](=[O:37])([O-])[OH:35].[Na+]. The yield is 0.150. The product is [C:34](=[O:37])([O:35][CH3:22])[O:21][CH2:20][C:8]1([C:4]2[CH:5]=[CH:6][CH:7]=[C:2]([NH:1][C:30]([O:32][CH3:33])=[O:31])[CH:3]=2)[CH:13]2[CH:9]1[CH2:10][N:11]([CH2:14][CH2:15][CH2:16][CH2:17][CH2:18][CH3:19])[CH2:12]2. (4) The reactants are [CH3:1][O:2][CH2:3][N:4]1[C:12]2[C:7](=[CH:8][CH:9]=[CH:10][C:11]=2[N+:13]([O-])=O)[CH:6]=[C:5]1[C:16]([O:18][CH2:19][CH3:20])=[O:17].C(O)C. The catalyst is [C].[Pd].O1CCCC1. The product is [NH2:13][C:11]1[CH:10]=[CH:9][CH:8]=[C:7]2[C:12]=1[N:4]([CH2:3][O:2][CH3:1])[C:5]([C:16]([O:18][CH2:19][CH3:20])=[O:17])=[CH:6]2. The yield is 0.910. (5) The reactants are [CH:1]([N:4]([S:12](=[O:16])(=[O:15])[NH:13]C)[C:5](=O)OC(C)(C)C)([CH3:3])[CH3:2].Cl. No catalyst specified. The product is [CH:1]([N:4]([CH3:5])[S:12]([NH2:13])(=[O:16])=[O:15])([CH3:3])[CH3:2]. The yield is 0.990. (6) The reactants are [F:1][C:2]1[CH:7]=[C:6]([N+:8]([O-])=O)[CH:5]=[CH:4][C:3]=1[C:11]([CH3:18])([CH3:17])[CH2:12][NH:13][C:14](=[O:16])[CH3:15]. The catalyst is CO.[Pd]. The product is [NH2:8][C:6]1[CH:5]=[CH:4][C:3]([C:11]([CH3:18])([CH3:17])[CH2:12][NH:13][C:14](=[O:16])[CH3:15])=[C:2]([F:1])[CH:7]=1. The yield is 0.960. (7) The reactants are [NH2:1][C:2]1[CH:3]=[N:4][CH:5]=[CH:6][C:7]=1[N:8]1[CH2:13][C@H:12]([CH3:14])[C@@H:11]([O:15][Si:16]([C:19]([CH3:22])([CH3:21])[CH3:20])([CH3:18])[CH3:17])[C@H:10]([NH:23][C:24](=[O:30])[O:25][C:26]([CH3:29])([CH3:28])[CH3:27])[CH2:9]1.[F:31][C:32]1[CH:37]=[C:36]([CH:38]=[CH2:39])[CH:35]=[C:34]([F:40])[C:33]=1[C:41]1[N:46]=[C:45]([C:47](O)=[O:48])[CH:44]=[CH:43][C:42]=1[F:50]. The catalyst is CCOC(C)=O. The product is [Si:16]([O:15][C@@H:11]1[C@@H:12]([CH3:14])[CH2:13][N:8]([C:7]2[CH:6]=[CH:5][N:4]=[CH:3][C:2]=2[NH:1][C:47](=[O:48])[C:45]2[CH:44]=[CH:43][C:42]([F:50])=[C:41]([C:33]3[C:32]([F:31])=[CH:37][C:36]([CH:38]=[CH2:39])=[CH:35][C:34]=3[F:40])[N:46]=2)[CH2:9][C@H:10]1[NH:23][C:24](=[O:30])[O:25][C:26]([CH3:29])([CH3:28])[CH3:27])([C:19]([CH3:22])([CH3:21])[CH3:20])([CH3:18])[CH3:17]. The yield is 0.670.